From a dataset of Reaction yield outcomes from USPTO patents with 853,638 reactions. Predict the reaction yield, written as a fraction of the theoretical maximum amount of product (1.0 means a 100% yield; for example, 0.34 means a 34% yield). (1) The reactants are [NH2:1][C:2]1[C:7]([C:8]([C:10]2[CH:11]=[N:12][C:13](F)=[CH:14][CH:15]=2)=[O:9])=[CH:6][C:5]([Br:17])=[CH:4][N:3]=1.[CH3:18][O:19][CH2:20][CH2:21][NH2:22].C(N(CC)CC)C. The catalyst is CCO.O. The product is [NH2:1][C:2]1[C:7]([C:8]([C:10]2[CH:11]=[N:12][C:13]([NH:22][CH2:21][CH2:20][O:19][CH3:18])=[CH:14][CH:15]=2)=[O:9])=[CH:6][C:5]([Br:17])=[CH:4][N:3]=1. The yield is 0.860. (2) The reactants are Cl.C([N:9]1[CH2:12][C:11]([CH2:18][Cl:19])([C:13]([O:15][CH2:16][CH3:17])=[O:14])[CH2:10]1)C1C=CC=CC=1. The catalyst is C(O)C.[OH-].[Pd+2].[OH-]. The product is [ClH:19].[Cl:19][CH2:18][C:11]1([C:13]([O:15][CH2:16][CH3:17])=[O:14])[CH2:12][NH:9][CH2:10]1. The yield is 0.960. (3) The reactants are [N+:1]([O-:4])(O)=[O:2].[C:5]([N:9]1[CH:13]=[CH:12][CH:11]=[N:10]1)([CH3:8])([CH3:7])[CH3:6]. The catalyst is OS(O)(=O)=O. The product is [C:5]([N:9]1[CH:13]=[C:12]([N+:1]([O-:4])=[O:2])[CH:11]=[N:10]1)([CH3:8])([CH3:7])[CH3:6]. The yield is 0.640. (4) The reactants are [CH3:1][O:2][CH:3]=[CH:4][C:5]12[CH2:12][CH2:11][C:8]([C:13]3[CH:18]=[CH:17][CH:16]=[CH:15][CH:14]=3)([CH2:9][CH2:10]1)[CH2:7][CH2:6]2.[Cr](Cl)([O-])(=O)=[O:20].[NH+]1C=CC=CC=1. The catalyst is C(Cl)Cl. The product is [C:13]1([C:8]23[CH2:7][CH2:6][C:5]([CH2:4][C:3]([O:2][CH3:1])=[O:20])([CH2:12][CH2:11]2)[CH2:10][CH2:9]3)[CH:18]=[CH:17][CH:16]=[CH:15][CH:14]=1. The yield is 0.590. (5) The reactants are [C:1]([C:3]1[CH:8]=[CH:7][C:6]([C:9](=[CH:15]N(C)C)[C:10](OCC)=[O:11])=[C:5]([O:19][CH3:20])[CH:4]=1)#[N:2].[NH:21]([C:23]1[CH:31]=[CH:30][C:26]([C:27]([OH:29])=[O:28])=[CH:25][N:24]=1)[NH2:22].Cl.CCN(C(C)C)C(C)C. The catalyst is CC(O)C.O. The product is [C:1]([C:3]1[CH:8]=[CH:7][C:6]([C:9]2[CH:15]=[N:22][N:21]([C:23]3[CH:31]=[CH:30][C:26]([C:27]([OH:29])=[O:28])=[CH:25][N:24]=3)[C:10]=2[OH:11])=[C:5]([O:19][CH3:20])[CH:4]=1)#[N:2]. The yield is 0.733.